From a dataset of Peptide-MHC class II binding affinity with 134,281 pairs from IEDB. Regression. Given a peptide amino acid sequence and an MHC pseudo amino acid sequence, predict their binding affinity value. This is MHC class II binding data. (1) The peptide sequence is DVVPEKYTIGATYAP. The MHC is DRB1_1101 with pseudo-sequence DRB1_1101. The binding affinity (normalized) is 0.169. (2) The peptide sequence is KMYFNLIDTKCYKLEHPV. The MHC is DRB1_0101 with pseudo-sequence DRB1_0101. The binding affinity (normalized) is 0.607. (3) The peptide sequence is INEPTAAAIDYGLDR. The MHC is HLA-DQA10401-DQB10402 with pseudo-sequence HLA-DQA10401-DQB10402. The binding affinity (normalized) is 0.333. (4) The peptide sequence is PKDMTYRRLISMMGF. The MHC is DRB1_0401 with pseudo-sequence DRB1_0401. The binding affinity (normalized) is 0.801. (5) The peptide sequence is KASNPNYLAILVKYV. The binding affinity (normalized) is 0.323. The MHC is DRB3_0101 with pseudo-sequence DRB3_0101. (6) The peptide sequence is CIPSLEAAVKQAYAA. The MHC is HLA-DPA10301-DPB10402 with pseudo-sequence HLA-DPA10301-DPB10402. The binding affinity (normalized) is 0.0932. (7) The binding affinity (normalized) is 0.144. The peptide sequence is ARRRRASEAPPTSHRRASRQ. The MHC is HLA-DPA10301-DPB10402 with pseudo-sequence HLA-DPA10301-DPB10402.